From a dataset of Full USPTO retrosynthesis dataset with 1.9M reactions from patents (1976-2016). Predict the reactants needed to synthesize the given product. Given the product [Cl:47][C:44]([F:45])([F:46])[O:43][C:40]1[CH:39]=[CH:38][C:37]([NH:36][C:34](=[O:35])[C:33]2[CH:32]=[CH:31][C:50]([N:51]3[CH2:55][CH2:54][C@@H:53]([OH:56])[CH2:52]3)=[C:49]([C:5]3[NH:4][N:3]=[C:2]([CH3:1])[CH:6]=3)[CH:48]=2)=[CH:42][CH:41]=1, predict the reactants needed to synthesize it. The reactants are: [CH3:1][C:2]1[CH:6]=[C:5](B2OC(C)(C)C(C)(C)O2)[N:4](C2CCCCO2)[N:3]=1.[O-]P([O-])([O-])=O.[K+].[K+].[K+].Br[C:31]1[CH:32]=[C:33]([CH:48]=[CH:49][C:50]=1[N:51]1[CH2:55][CH2:54][C@@H:53]([OH:56])[CH2:52]1)[C:34]([NH:36][C:37]1[CH:42]=[CH:41][C:40]([O:43][C:44]([Cl:47])([F:46])[F:45])=[CH:39][CH:38]=1)=[O:35].C(O)(C(F)(F)F)=O.C([O-])([O-])=O.[Na+].[Na+].